Dataset: Full USPTO retrosynthesis dataset with 1.9M reactions from patents (1976-2016). Task: Predict the reactants needed to synthesize the given product. The reactants are: [C:1]([C:3]1[C:11]2[C:6](=[N:7][C:8]([CH3:13])=[CH:9][C:10]=2[CH3:12])[N:5]([CH:14]2[C:22]3[C:17](=[CH:18][CH:19]=[CH:20][CH:21]=3)[CH2:16][CH2:15]2)[C:4]=1/[CH:23]=[CH:24]/[C:25]([O:27]CC)=[O:26])#[N:2].[OH-].[Na+].O.Cl. Given the product [C:1]([C:3]1[C:11]2[C:6](=[N:7][C:8]([CH3:13])=[CH:9][C:10]=2[CH3:12])[N:5]([CH:14]2[C:22]3[C:17](=[CH:18][CH:19]=[CH:20][CH:21]=3)[CH2:16][CH2:15]2)[C:4]=1/[CH:23]=[CH:24]/[C:25]([OH:27])=[O:26])#[N:2], predict the reactants needed to synthesize it.